Dataset: Catalyst prediction with 721,799 reactions and 888 catalyst types from USPTO. Task: Predict which catalyst facilitates the given reaction. (1) Reactant: [F:1][CH:2]([F:37])[C:3]1[CH:12]=[C:11]2[C:6]([CH2:7][CH2:8][CH2:9][N:10]2[C:13]2[C:17]3[CH2:18][NH:19][CH2:20][CH2:21][C:16]=3[N:15]([CH:22]3[CH2:27][CH2:26][S:25](=[O:29])(=[O:28])[CH2:24][CH2:23]3)[N:14]=2)=[CH:5][C:4]=1[C:30]1[CH:31]=[N:32][N:33]([CH3:36])[C:34]=1[CH3:35].C(N(CC)CC)C.[C:45](OC(=O)C)(=[O:47])[CH3:46].O. Product: [F:37][CH:2]([F:1])[C:3]1[CH:12]=[C:11]2[C:6]([CH2:7][CH2:8][CH2:9][N:10]2[C:13]2[C:17]3[CH2:18][N:19]([C:45](=[O:47])[CH3:46])[CH2:20][CH2:21][C:16]=3[N:15]([CH:22]3[CH2:27][CH2:26][S:25](=[O:29])(=[O:28])[CH2:24][CH2:23]3)[N:14]=2)=[CH:5][C:4]=1[C:30]1[CH:31]=[N:32][N:33]([CH3:36])[C:34]=1[CH3:35]. The catalyst class is: 2. (2) Reactant: [NH2:1][CH2:2][C:3]1[CH:11]=[CH:10][C:6]([C:7]([OH:9])=[O:8])=[CH:5][CH:4]=1.[OH-].[Na+].[CH2:14]([O:21][C:22](Cl)=[O:23])[C:15]1[CH:20]=[CH:19][CH:18]=[CH:17][CH:16]=1.Cl. Product: [CH2:14]([O:21][C:22]([NH:1][CH2:2][C:3]1[CH:4]=[CH:5][C:6]([C:7]([OH:9])=[O:8])=[CH:10][CH:11]=1)=[O:23])[C:15]1[CH:20]=[CH:19][CH:18]=[CH:17][CH:16]=1. The catalyst class is: 346.